Dataset: Full USPTO retrosynthesis dataset with 1.9M reactions from patents (1976-2016). Task: Predict the reactants needed to synthesize the given product. Given the product [F:1][C:2]1[CH:3]=[C:4]([CH:11]=[C:12]([O:18][CH3:19])[C:13]=1[O:14][CH2:15][C:16]#[CH:17])[C:5]([OH:7])=[O:6], predict the reactants needed to synthesize it. The reactants are: [F:1][C:2]1[CH:3]=[C:4]([CH:11]=[C:12]([O:18][CH3:19])[C:13]=1[O:14][CH2:15][C:16]#[CH:17])[C:5]([O:7]CC#C)=[O:6].[OH-].[Na+].